Dataset: Catalyst prediction with 721,799 reactions and 888 catalyst types from USPTO. Task: Predict which catalyst facilitates the given reaction. (1) Reactant: C(OC([NH:11][C@H:12]1[CH2:17][CH2:16][N:15]([C:18]2[N:23]=[CH:22][N:21]=[C:20]([C:24]([O:26][CH3:27])=[O:25])[CH:19]=2)[CH2:14][C@H:13]1[O:28][CH3:29])=O)C1C=CC=CC=1. Product: [NH2:11][C@H:12]1[CH2:17][CH2:16][N:15]([C:18]2[N:23]=[CH:22][N:21]=[C:20]([C:24]([O:26][CH3:27])=[O:25])[CH:19]=2)[CH2:14][C@H:13]1[O:28][CH3:29]. The catalyst class is: 719. (2) Reactant: [CH3:1][N:2]([CH3:20])[C:3]1[CH:8]=[CH:7][C:6]([C:9]2[C:17]3[C:12](=[CH:13][CH:14]=[C:15]([C:18]#[N:19])[CH:16]=3)[NH:11][N:10]=2)=[CH:5][CH:4]=1.[OH-:21].[Na+]. Product: [CH3:1][N:2]([CH3:20])[C:3]1[CH:4]=[CH:5][C:6]([C:9]2[C:17]3[C:12](=[CH:13][CH:14]=[C:15]([C:18]([NH2:19])=[O:21])[CH:16]=3)[NH:11][N:10]=2)=[CH:7][CH:8]=1. The catalyst class is: 33. (3) Reactant: [Cl:1][C:2]1[N:7]=[C:6](Cl)[N:5]=[C:4]([NH:9][CH:10](C)C)[N:3]=1.[F:13][C:14]1[CH:15]=[C:16](B(O)O)[CH:17]=[CH:18][CH:19]=1.[C:23]([O-])([O-])=O.[Cs+].[Cs+].[O:29]1[CH2:34][CH2:33]OCC1.O. Product: [Cl:1][C:2]1[N:7]=[C:6]([C:19]2[CH:18]=[CH:17][CH:16]=[CH:15][C:14]=2[F:13])[N:5]=[C:4]([NH:9][CH2:10][C:34]([CH3:23])([OH:29])[CH3:33])[N:3]=1. The catalyst class is: 73. (4) Reactant: C(OC[O:5][CH:6]1[CH2:24][CH:23]2[N:8]([C:9](=[O:45])[N:10](CC3C=CC(OC)=CC=3)[CH2:11][CH2:12][CH2:13][CH2:14][CH2:15][CH:16]=[CH:17][CH:18]3[C:20]([C:26]([NH:28][S:29]([C:32]4([CH3:35])[CH2:34][CH2:33]4)(=[O:31])=[O:30])=[O:27])([NH:21][C:22]2=[O:25])[CH2:19]3)[CH2:7]1)C.ClCCl.FC(F)(F)C(O)=O.O. Product: [OH:5][CH:6]1[CH2:24][CH:23]2[N:8]([C:9](=[O:45])[NH:10][CH2:11][CH2:12][CH2:13][CH2:14][CH2:15][CH:16]=[CH:17][CH:18]3[C:20]([C:26]([NH:28][S:29]([C:32]4([CH3:35])[CH2:34][CH2:33]4)(=[O:31])=[O:30])=[O:27])([NH:21][C:22]2=[O:25])[CH2:19]3)[CH2:7]1. The catalyst class is: 370. (5) Reactant: C[O:2][C:3](=[O:32])[C@H:4]([CH:29]([CH3:31])[CH3:30])[NH:5][C:6](=[O:28])[C@H:7]([CH:25]([CH3:27])[CH3:26])[NH:8][C:9](=[O:24])[C@H:10]([CH2:19][O:20][CH2:21][CH:22]=[CH2:23])[NH:11][C:12]([O:14][C:15]([CH3:18])([CH3:17])[CH3:16])=[O:13].C([O-])(O)=O.[Na+]. Product: [C:15]([O:14][C:12]([NH:11][C@H:10]([C:9]([NH:8][C@H:7]([C:6]([NH:5][C@H:4]([C:3]([OH:32])=[O:2])[CH:29]([CH3:30])[CH3:31])=[O:28])[CH:25]([CH3:27])[CH3:26])=[O:24])[CH2:19][O:20][CH2:21][CH:22]=[CH2:23])=[O:13])([CH3:16])([CH3:18])[CH3:17]. The catalyst class is: 20. (6) Reactant: [N+:1]([C:4]1[CH:5]=[C:6]([CH:32]=[CH:33][CH:34]=1)[C:7]([NH:9][CH:10]1[C:15]([Cl:16])=[CH:14][C:13]([C:17]([C:23]2[CH:28]=[CH:27][C:26]([Cl:29])=[CH:25][CH:24]=2)([OH:22])[C:18]([F:21])([F:20])[F:19])=[CH:12][C:11]1([Cl:31])F)=[O:8])([O-:3])=[O:2].[C:35](=O)([O-])[O-:36].[K+].[K+]. Product: [N+:1]([C:4]1[CH:5]=[C:6]([CH:32]=[CH:33][CH:34]=1)[C:7]([NH:9][CH:10]1[C:15]([Cl:16])=[CH:14][C:13]([C:17]([C:23]2[CH:28]=[CH:27][C:26]([Cl:29])=[CH:25][CH:24]=2)([OH:22])[C:18]([F:20])([F:21])[F:19])=[CH:12][C:11]1([Cl:31])[O:36][CH3:35])=[O:8])([O-:3])=[O:2]. The catalyst class is: 5. (7) Reactant: [C:1]([NH:4][C:5]1[CH:9]=[CH:8][NH:7][C:6]=1[C:10]([O:12][CH2:13][CH3:14])=[O:11])(=[O:3])[CH3:2].Br[C:16]1[CH:21]=[CH:20][C:19]([C:22](=[O:24])[CH3:23])=[CH:18][CH:17]=1.P([O-])([O-])([O-])=O.[K+].[K+].[K+].CNCCNC. Product: [C:1]([NH:4][C:5]1[CH:9]=[CH:8][N:7]([C:16]2[CH:21]=[CH:20][C:19]([C:22](=[O:24])[CH3:23])=[CH:18][CH:17]=2)[C:6]=1[C:10]([O:12][CH2:13][CH3:14])=[O:11])(=[O:3])[CH3:2]. The catalyst class is: 432. (8) Reactant: C1C2C(COC(=O)[NH:17][CH:18]3[CH:26]4[C:27](=[O:44])[CH2:28][CH:29]([C:31](=[O:43])[NH:32][CH:33]5[C:42]6[C:37](=[CH:38][CH:39]=[CH:40][CH:41]=6)[CH2:36][CH2:35][CH2:34]5)[CH2:30][N:24]5[C:25]4=[C:21]([CH:22]=[CH:23]5)[CH2:20][CH2:19]3)C3C(=CC=CC=3)C=2C=CC=1.C(NCC)C. Product: [CH:33]1([NH:32][C:31]([CH:29]2[CH2:30][N:24]3[C:25]4[CH:26]([CH:18]([NH2:17])[CH2:19][CH2:20][C:21]=4[CH:22]=[CH:23]3)[C:27](=[O:44])[CH2:28]2)=[O:43])[C:42]2[C:37](=[CH:38][CH:39]=[CH:40][CH:41]=2)[CH2:36][CH2:35][CH2:34]1. The catalyst class is: 9. (9) Product: [CH3:10][C:11]1([CH3:39])[CH2:20][C:19]2[C:14](=[CH:15][CH:16]=[C:17]([C:21]([NH:9][S:6]([CH:3]3[CH2:5][CH2:4]3)(=[O:8])=[O:7])=[O:22])[CH:18]=2)[NH:13][CH:12]1[C:24]1[CH:29]=[CH:28][CH:27]=[C:26]([N:30]2[CH2:35][CH2:34][N:33]([CH3:36])[C:32](=[O:37])[C:31]2=[O:38])[CH:25]=1. Reactant: [H-].[Na+].[CH:3]1([S:6]([NH2:9])(=[O:8])=[O:7])[CH2:5][CH2:4]1.[CH3:10][C:11]1([CH3:39])[CH2:20][C:19]2[C:14](=[CH:15][CH:16]=[C:17]([C:21](O)=[O:22])[CH:18]=2)[NH:13][CH:12]1[C:24]1[CH:29]=[CH:28][CH:27]=[C:26]([N:30]2[CH2:35][CH2:34][N:33]([CH3:36])[C:32](=[O:37])[C:31]2=[O:38])[CH:25]=1.C(N1C=CN=C1)(N1C=CN=C1)=O. The catalyst class is: 9. (10) Reactant: Br[C:2]1[N:7]=[C:6]([C:8]([OH:10])=[O:9])[CH:5]=[CH:4][CH:3]=1.[F:11][C:12]1[CH:17]=[CH:16][C:15]([O:18][CH3:19])=[CH:14][C:13]=1B(O)O. Product: [F:11][C:12]1[CH:17]=[CH:16][C:15]([O:18][CH3:19])=[CH:14][C:13]=1[C:2]1[N:7]=[C:6]([C:8]([OH:10])=[O:9])[CH:5]=[CH:4][CH:3]=1. The catalyst class is: 462.